This data is from Forward reaction prediction with 1.9M reactions from USPTO patents (1976-2016). The task is: Predict the product of the given reaction. (1) Given the reactants [NH2:1][C:2]1[S:3][C:4]([C:24]2[CH:29]=[CH:28][N:27]=[C:26](Cl)[N:25]=2)=[C:5]([C:7]2[CH:8]=[C:9]([NH:13][C:14](=[O:23])[C:15]3[C:20]([F:21])=[CH:19][CH:18]=[CH:17][C:16]=3[F:22])[CH:10]=[CH:11][CH:12]=2)[N:6]=1.[NH2:31][C:32]1[CH:33]=[CH:34][C:35]([O:41][CH3:42])=[C:36]([N:38]([CH3:40])[CH3:39])[CH:37]=1, predict the reaction product. The product is: [NH2:1][C:2]1[S:3][C:4]([C:24]2[CH:29]=[CH:28][N:27]=[C:26]([NH:31][C:32]3[CH:33]=[CH:34][C:35]([O:41][CH3:42])=[C:36]([N:38]([CH3:39])[CH3:40])[CH:37]=3)[N:25]=2)=[C:5]([C:7]2[CH:8]=[C:9]([NH:13][C:14](=[O:23])[C:15]3[C:20]([F:21])=[CH:19][CH:18]=[CH:17][C:16]=3[F:22])[CH:10]=[CH:11][CH:12]=2)[N:6]=1. (2) Given the reactants CC([O-])(C)C.[K+].[CH3:7][CH2:8][O:9][C:10]([CH:12]1[C:18]([CH3:19])=[CH:17][C:15](=[O:16])[CH2:14][CH2:13]1)=[O:11].Cl.Cl[CH2:22][C:23]1[CH:37]=[CH:36][C:26]([O:27][CH2:28][CH2:29][N:30]2[CH2:35][CH2:34][CH2:33][CH2:32][CH2:31]2)=[CH:25][CH:24]=1, predict the reaction product. The product is: [CH2:8]([O:9][C:10]([CH:12]1[CH2:13][CH2:14][C:15](=[O:16])[C:17]([CH2:22][C:23]2[CH:24]=[CH:25][C:26]([O:27][CH2:28][CH2:29][N:30]3[CH2:35][CH2:34][CH2:33][CH2:32][CH2:31]3)=[CH:36][CH:37]=2)=[C:18]1[CH3:19])=[O:11])[CH3:7]. (3) The product is: [Br:25][C:8]1[N:9]2[C:18]3[C:13]([CH2:12][CH2:11][C:10]2=[C:6]([C:4]([OH:5])=[O:3])[N:7]=1)=[CH:14][C:15]([O:23][CH3:24])=[C:16]([O:19][CH:20]([CH3:22])[CH3:21])[CH:17]=3. Given the reactants C([O:3][C:4]([C:6]1[N:7]=[C:8]([Br:25])[N:9]2[C:18]3[C:13](=[CH:14][C:15]([O:23][CH3:24])=[C:16]([O:19][CH:20]([CH3:22])[CH3:21])[CH:17]=3)[CH2:12][CH2:11][C:10]=12)=[O:5])C.C(O)C.C1COCC1.[OH-].[Na+], predict the reaction product. (4) The product is: [Br:3][C:4]1[CH:9]=[C:8]([N+:10]([O-:12])=[O:11])[CH:7]=[CH:6][C:5]=1[O:13][CH2:15][O:16][CH3:17]. Given the reactants [H-].[Na+].[Br:3][C:4]1[CH:9]=[C:8]([N+:10]([O-:12])=[O:11])[CH:7]=[CH:6][C:5]=1[OH:13].Cl[CH2:15][O:16][CH3:17], predict the reaction product. (5) The product is: [Cl:1][C:2]1[C:7]([O:8][CH3:9])=[CH:6][C:5]([C:10]2[C:14]([Cl:15])=[C:13]([C:16]([OH:18])=[O:17])[S:12][N:11]=2)=[C:4]([F:20])[CH:3]=1. Given the reactants [Cl:1][C:2]1[C:7]([O:8][CH3:9])=[CH:6][C:5]([C:10]2[C:14]([Cl:15])=[C:13]([C:16]([O:18]C)=[O:17])[S:12][N:11]=2)=[C:4]([F:20])[CH:3]=1.[OH-].[Na+], predict the reaction product.